From a dataset of Full USPTO retrosynthesis dataset with 1.9M reactions from patents (1976-2016). Predict the reactants needed to synthesize the given product. Given the product [CH2:1]=[CH2:2].[CH2:1]=[CH:2][CH2:3][CH2:4][CH2:5][CH2:6][CH2:7][CH3:8], predict the reactants needed to synthesize it. The reactants are: [CH2:1]=[CH:2][CH2:3][CH2:4][CH2:5][CH2:6][CH2:7][CH3:8].[H][H].C=C.C[Al]1CCCCO1.